This data is from Forward reaction prediction with 1.9M reactions from USPTO patents (1976-2016). The task is: Predict the product of the given reaction. Given the reactants ClC1N=C(Cl)C2C(=CC=CC=2)N=1.[Cl:13][C:14]1[CH:21]=[CH:20][C:17]([CH2:18][NH2:19])=[CH:16][CH:15]=1.[Cl:22][C:23]1[CH:41]=[CH:40][C:26]([CH2:27][NH:28][C:29]2[C:38]3[C:33](=[CH:34][CH:35]=[CH:36][CH:37]=3)[N:32]=[C:31](Cl)[N:30]=2)=[CH:25][CH:24]=1, predict the reaction product. The product is: [Cl:13][C:14]1[CH:21]=[CH:20][C:17]([CH2:18][NH:19][C:31]2[N:30]=[C:29]([NH:28][CH2:27][C:26]3[CH:25]=[CH:24][C:23]([Cl:22])=[CH:41][CH:40]=3)[C:38]3[C:33](=[CH:34][CH:35]=[CH:36][CH:37]=3)[N:32]=2)=[CH:16][CH:15]=1.